Dataset: Forward reaction prediction with 1.9M reactions from USPTO patents (1976-2016). Task: Predict the product of the given reaction. (1) Given the reactants [F:1][C:2]1[CH:3]=[C:4]([C:8]2[CH:12]=[C:11]([NH2:13])[NH:10][N:9]=2)[CH:5]=[CH:6][CH:7]=1.CN1CC[O:18][CH2:17][CH2:16]1.C(Cl)(=O)C, predict the reaction product. The product is: [F:1][C:2]1[CH:3]=[C:4]([C:8]2[CH:12]=[C:11]([NH:13][C:17](=[O:18])[CH3:16])[NH:10][N:9]=2)[CH:5]=[CH:6][CH:7]=1. (2) Given the reactants [CH3:1][S:2][CH:3]([C:5]1[CH:6]=[N:7][C:8]([C:11]([F:14])([F:13])[F:12])=[CH:9][CH:10]=1)[CH3:4].[N:15]#[C:16][NH2:17].[O-]Cl.[Na+].S(S([O-])=O)([O-])(=O)=O.[Na+].[Na+].C(#N)C.[SH2]=N, predict the reaction product. The product is: [F:12][C:11]([F:14])([F:13])[C:8]1[N:7]=[CH:6][C:5]([CH:3]([S:2]([CH3:1])=[N:17][C:16]#[N:15])[CH3:4])=[CH:10][CH:9]=1. (3) Given the reactants [CH3:1][C:2]1[N:7]=[C:6]([NH:8][C:9]2[S:10][CH:11]=[CH:12][N:13]=2)[CH:5]=[C:4]([CH3:14])[N:3]=1.C(Cl)(Cl)Cl.[Br:19]N1C(=O)CCC1=O, predict the reaction product. The product is: [Br:19][C:11]1[S:10][C:9]([NH:8][C:6]2[CH:5]=[C:4]([CH3:14])[N:3]=[C:2]([CH3:1])[N:7]=2)=[N:13][CH:12]=1. (4) Given the reactants C([C:3](Br)([C:7]1[CH:12]=[CH:11][CH:10]=[CH:9][CH:8]=1)[C:4]([OH:6])=[O:5])C.[NH2:14][C:15]1[CH:19]=[CH:18][S:17][C:16]=1[C:20]([O:22][CH3:23])=[O:21], predict the reaction product. The product is: [CH3:23][O:22][C:20]([C:16]1[S:17][CH:18]=[CH:19][C:15]=1[NH:14][CH:3]([C:7]1[CH:8]=[CH:9][CH:10]=[CH:11][CH:12]=1)[C:4]([OH:6])=[O:5])=[O:21]. (5) Given the reactants [F:1][C:2]1[CH:7]=[CH:6][C:5]([OH:8])=[CH:4][C:3]=1[CH3:9].[Cl:10][C:11](Cl)([O:13]C(=O)OC(Cl)(Cl)Cl)Cl.N1C=CC=CC=1, predict the reaction product. The product is: [Cl:10][C:11]([O:8][C:5]1[CH:6]=[CH:7][C:2]([F:1])=[C:3]([CH3:9])[CH:4]=1)=[O:13]. (6) Given the reactants [C:1]([O:5][C:6]([N:8]1[CH2:13][CH2:12][NH:11][CH2:10][CH2:9]1)=[O:7])([CH3:4])([CH3:3])[CH3:2].[N+:14]([C:17]1[CH:22]=[CH:21][CH:20]=[CH:19][C:18]=1[S:23](Cl)(=[O:25])=[O:24])([O-])=O, predict the reaction product. The product is: [C:1]([O:5][C:6]([N:8]1[CH2:13][CH2:12][N:11]([S:23]([C:18]2[CH:19]=[CH:20][CH:21]=[CH:22][C:17]=2[NH2:14])(=[O:25])=[O:24])[CH2:10][CH2:9]1)=[O:7])([CH3:4])([CH3:2])[CH3:3].